Dataset: NCI-60 drug combinations with 297,098 pairs across 59 cell lines. Task: Regression. Given two drug SMILES strings and cell line genomic features, predict the synergy score measuring deviation from expected non-interaction effect. Synergy scores: CSS=27.9, Synergy_ZIP=-0.168, Synergy_Bliss=2.46, Synergy_Loewe=-5.37, Synergy_HSA=3.18. Drug 2: C1CCC(C(C1)N)N.C(=O)(C(=O)[O-])[O-].[Pt+4]. Drug 1: CC(C1=C(C=CC(=C1Cl)F)Cl)OC2=C(N=CC(=C2)C3=CN(N=C3)C4CCNCC4)N. Cell line: K-562.